Dataset: CYP2D6 inhibition data for predicting drug metabolism from PubChem BioAssay. Task: Regression/Classification. Given a drug SMILES string, predict its absorption, distribution, metabolism, or excretion properties. Task type varies by dataset: regression for continuous measurements (e.g., permeability, clearance, half-life) or binary classification for categorical outcomes (e.g., BBB penetration, CYP inhibition). Dataset: cyp2d6_veith. (1) The compound is Cn1nnnc1SCC1=C(C(=O)[O-])N2C(=O)[C@@H](NC(=O)[C@@H](O)c3ccccc3)[C@@H]2SC1.[Na+]. The result is 0 (non-inhibitor). (2) The compound is CC(C)(C)OC(=O)N1CCCC1C(=O)NCCc1ccccc1. The result is 0 (non-inhibitor). (3) The molecule is CC(=O)c1cc(C#N)c(Oc2ccc(F)cc2)nc1C. The result is 0 (non-inhibitor). (4) The drug is NS(=O)(=O)c1cc(Br)c(N=Nc2ccc(O)c3ncccc23)c(Br)c1. The result is 0 (non-inhibitor).